Dataset: Drug-target binding data from BindingDB using Ki measurements. Task: Regression. Given a target protein amino acid sequence and a drug SMILES string, predict the binding affinity score between them. We predict pKi (pKi = -log10(Ki in M); higher means stronger inhibition). Dataset: bindingdb_ki. (1) The drug is C#Cc1ccc2c(c1)C(=O)N(C)Cc1c(C(=O)OC(C)(C)C)ncn1-2. The target protein (Q16445) has sequence MASSLPWLCIILWLENALGKLEVEGNFYSENVSRILDNLLEGYDNRLRPGFGGAVTEVKTDIYVTSFGPVSDVEMEYTMDVFFRQTWTDERLKFGGPTEILSLNNLMVSKIWTPDTFFRNGKKSIAHNMTTPNKLFRIMQNGTILYTMRLTINADCPMRLVNFPMDGHACPLKFGSYAYPKSEIIYTWKKGPLYSVEVPEESSSLLQYDLIGQTVSSETIKSNTGEYVIMTVYFHLQRKMGYFMIQIYTPCIMTVILSQVSFWINKESVPARTVFGITTVLTMTTLSISARHSLPKVSYATAMDWFIAVCFAFVFSALIEFAAVNYFTNLQTQKAKRKAQFAAPPTVTISKATEPLEAEIVLHPDSKYHLKKRITSLSLPIVSSSEANKVLTRAPILQSTPVTPPPLSPAFGGTSKIDQYSRILFPVAFAGFNLVYWVVYLSKDTMEVSSSVE. The pKi is 8.3. (2) The compound is CCC(C)[C@H](NC(=O)[C@H](Cc1ccc(O)cc1)NC(=O)[C@H](CCC[NH+]=C(N)N)NC(=O)[C@H](CCCNC(N)=[NH2+])NC(=O)[C@H](CC(C)C)NC(=O)[C@H](CC(=O)O)NC(=O)[C@H](C)NC(=O)[C@H](C)NC(=O)[C@H](Cc1ccc(O)cc1)NC(=O)[C@H](CCC(N)=O)NC(=O)[C@H](C)NC(=O)[C@H](CCSC)NC(=O)[C@H](CCC(N)=O)NC(=O)[C@H](CCC(=O)O)NC(=O)[C@@H]1CCCN1C(=O)[C@@H](NC(=O)[C@H](C)NC(=O)[C@H](CC(N)=O)NC(=O)[C@H](CC(=O)O)NC(=O)C(C)NC(=O)[C@@H]1CCCN1C(=O)[C@H](Cc1ccc(O)cc1)NC(=O)[C@@H](NC(=O)[C@@H]1CCCN1C(=O)[C@H](CCC(=O)O)NC(=O)[C@H](CC(C)C)NC(=O)[C@@H]1CCCN1C(=O)C(C)N)C(C)C)C(C)O)C(=O)N[C@@H](CC(N)=O)C(=O)N[C@@H](CCSC)C(=O)N[C@@H](CC(C)C)C(=O)N[C@H](C(=O)N[C@@H](CCCN=C(N)N)C(=O)N1CCC[C@H]1C(=O)N[C@@H](CCCN=C(N)N)C(=O)N[C@@H](Cc1ccc(O)cc1)C(N)=O)[C@@H](C)O. The target protein sequence is MNISHFLGLLFPGAPQGQNRSKAKGIPYNFSDHCQDSIDPMVFVVTSYSIETIVGVLGNLCLICVTIRQKEKANVTNLLIANLAFSDFLMCLICQPLTAIYTIMDYWVFGEVLCKISAFIQCMSVTVSILSLVLVALERHQLIINPTGWKPSVSQAYLGIVVIWLIACFLSLPFLANSILQNVFHKNHSKAVEFLADKVVCTESWPLEHHRIIYTTFLLLFQYCIPLAFILVCYVRIYQRLRKRGRVFHKGAYSSRAWQMKRINGILAAMVVAFAVLWLPLHVFNSLEDWYHEAIPICHGNLIFLVCHLLAMASTCVNPFIYGFLNTNFKKEVKALVLTCQQSIPVEESEHLPLSTVQTEISKGSLRLSGRSNPI. The pKi is 9.9. (3) The drug is OB(O)c1ccccc1. The target protein sequence is MKLSPREIEKLDLHNAGYLAQKRLARGLRLNYVETVALIATQILEFVRDGEKTVAQLMCIGRELLGRKQVLPAVPHLVESVQVEATFRDGTKLVTIHDLFACENGNLELALFGSFLPVPSLDKFTENEEDHRTPGEIICRSENLILNPRRNAIILRVVNKGDRPIQVGSHYHFIEVNPYLTFDRRKAYGMRLNIAAGNATRFEPGECKSVVLVSIGGNKVIRGGNNIADGPVNDSNCRAAMKAVVTRGFGHVEEENAREGVTGEDYSLTTVISREEYAHKYGPTTGDKIRLGDTDLFAEIEKDFAVYGDECVFGGGKVIRDGMGQSSGHPPEGSLDTVITNAVIIDYTGIIKADIGIKDGLIISTGKAGNPDIMNDVFPNMIIGANTEVIAGEGLIVTAGAIDCHVHFICPQLVYDAVTSGITTLVGGGTGPADGTRATTCTPAPNQMKLMLQSTDDMPLNFGFTGKGNSAKPDELHEIIRAGAMGLKLHEDWGTTPAAI.... The pKi is 2.7. (4) The small molecule is CC(C)(C)c1ccc(CNC(=S)NCc2ccc(NS(C)(=O)=O)nc2)cc1. The target protein (O35433) has sequence MEQRASLDSEESESPPQENSCLDPPDRDPNCKPPPVKPHIFTTRSRTRLFGKGDSEEASPLDCPYEEGGLASCPIITVSSVLTIQRPGDGPASVRPSSQDSVSAGEKPPRLYDRRSIFDAVAQSNCQELESLLPFLQRSKKRLTDSEFKDPETGKTCLLKAMLNLHNGQNDTIALLLDVARKTDSLKQFVNASYTDSYYKGQTALHIAIERRNMTLVTLLVENGADVQAAANGDFFKKTKGRPGFYFGELPLSLAACTNQLAIVKFLLQNSWQPADISARDSVGNTVLHALVEVADNTVDNTKFVTSMYNEILILGAKLHPTLKLEEITNRKGLTPLALAASSGKIGVLAYILQREIHEPECRHLSRKFTEWAYGPVHSSLYDLSCIDTCEKNSVLEVIAYSSSETPNRHDMLLVEPLNRLLQDKWDRFVKRIFYFNFFVYCLYMIIFTAAAYYRPVEGLPPYKLKNTVGDYFRVTGEILSVSGGVYFFFRGIQYFLQRR.... The pKi is 5.4. (5) The compound is CCCCOc1c(-c2cccc3cc(/C(C)=C(\F)C(=O)O)oc23)cc(C(C)C)cc1C(C)C. The target protein (P28705) has sequence MYGNYSHFMKFPTGFGGSPGHTGSTSMSPSVALPTGKPMDSHPSYTDTPVSAPRTLSAVGTPLNALGSPYRVITSAMGPPSGALAAPPGINLVAPPSSQLNVVNSVSSSEDIKPLPGLPGIGNMNYPSTSPGSLVKHICAICGDRSSGKHYGVYSCEGCKGFFKRTIRKDLIYTCRDNKDCLIDKRQRNRCQYCRYQKCLVMGMKREAVQEERQRSRERAESEAECASSSHEDMPVERILEAELAVEPKTESYGDMNVENSTNDPVTNICHAADKQLFTLVEWAKRIPHFSDLTLEDQVILLRAGWNELLIASFSHRSVSVQDGILLATGLHVHRSSAHSAGVGSIFDRVLTELVSKMKDMQMDKSELGCLRAIVLFNPDAKGLSNPSEVETLREKVYATLEAYTKQKYPEQPGRFAKLLLRLPALRSIGLKCLEHLFFFKLIGDTPIDSFLMEMLETPLQIT. The pKi is 5.0. (6) The drug is NC(=O)c1csc([C@H]2O[C@@H](COP(=O)(O)OP(=O)(O)OC[C@H]3O[C@@H](n4cnc5c(N)ncnc54)[C@H](O)[C@@H]3O)[C@H](O)[C@@H]2O)n1. The target protein (P00336) has sequence MATLKEKLIAPVAEEETTIPNNKITVVGVGQVGMACAISILGKSLTDELALVDVLEDKLKGEMMDLQHGSLFLQTPKIVADKDYSVTANSKIVVVTAGVRQQEGESRLNLVQRNVNVFKFIIPQIVKYSPDCIIIVVSNPVDILTYVTWKLSGLPKHRVIGSGCNLDSARFRYLMAEKLGVHPSSCHGWILGEHGDSSVAVWSGVNVAGVSLQELNPEMGTDNDSENWKEVHKMVVESAYEVIKLKGYTNWAIGLSVADLIESMLKNLSRIHPVSTMVQGMYGIENEVFLSLPCVLNARGLTSVINQKLKDDEVAQLKNSADTLWGIQKDLKDL. The pKi is 4.6.